From a dataset of Catalyst prediction with 721,799 reactions and 888 catalyst types from USPTO. Predict which catalyst facilitates the given reaction. (1) Reactant: CCN=C=[N:5][CH2:6][CH2:7][CH2:8]N(C)C.Cl.[C:13]1([CH2:19][C:20]([OH:22])=O)[CH:18]=CC=CC=1.C(N)CC.[CH:27]1[CH:28]=[CH:29][C:30]2N(O)N=N[C:31]=2[CH:32]=1. Product: [C:31]1([CH2:18][CH2:13][CH2:19][C:20]([NH:5][CH2:6][CH2:7][CH3:8])=[O:22])[CH:30]=[CH:29][CH:28]=[CH:27][CH:32]=1. The catalyst class is: 210. (2) Reactant: [CH3:1][O:2][C:3]1[CH:8]=[CH:7][C:6]([C:9]2[CH:17]=[CH:16][CH:15]=[C:14]3[C:10]=2[C:11]([CH:19]=O)=[CH:12][N:13]3[CH3:18])=[CH:5][CH:4]=1.[OH:21][C:22]1[C:27]2[C:28](=[O:31])[CH2:29][O:30][C:26]=2[CH:25]=[C:24]([OH:32])[CH:23]=1. Product: [OH:21][C:22]1[C:27]2[C:28](=[O:31])/[C:29](=[CH:19]/[C:11]3[C:10]4[C:14](=[CH:15][CH:16]=[CH:17][C:9]=4[C:6]4[CH:5]=[CH:4][C:3]([O:2][CH3:1])=[CH:8][CH:7]=4)[N:13]([CH3:18])[CH:12]=3)/[O:30][C:26]=2[CH:25]=[C:24]([OH:32])[CH:23]=1. The catalyst class is: 502. (3) Reactant: [CH2:1]([O:3][C:4]([C:6]1[C:7]2[CH2:20][CH2:19][CH2:18][CH2:17][C:8]=2[S:9][C:10]=1[NH:11][C:12]([CH:14]1[CH2:16][CH2:15]1)=[O:13])=[O:5])[CH3:2]. Product: [CH2:1]([O:3][C:4]([C:6]1[C:7]2[CH:20]=[CH:19][CH:18]=[CH:17][C:8]=2[S:9][C:10]=1[NH:11][C:12]([CH:14]1[CH2:16][CH2:15]1)=[O:13])=[O:5])[CH3:2]. The catalyst class is: 784. (4) Reactant: [Cl:1][C:2]1[C:12]([Cl:13])=[C:11]([Cl:14])[CH:10]=[C:9]([Cl:15])[C:3]=1[O:4][CH2:5][CH:6]1[CH2:8][O:7]1.[CH3:16][O:17][C:18]1[CH:23]=[CH:22][CH:21]=[CH:20][C:19]=1[N:24]1[CH2:29][CH2:28][NH:27][CH2:26][CH2:25]1. Product: [CH3:16][O:17][C:18]1[CH:23]=[CH:22][CH:21]=[CH:20][C:19]=1[N:24]1[CH2:29][CH2:28][N:27]([CH2:8][CH:6]([OH:7])[CH2:5][O:4][C:3]2[C:9]([Cl:15])=[CH:10][C:11]([Cl:14])=[C:12]([Cl:13])[C:2]=2[Cl:1])[CH2:26][CH2:25]1. The catalyst class is: 8.